This data is from Orexin1 receptor HTS with 218,158 compounds and 233 confirmed actives. The task is: Binary Classification. Given a drug SMILES string, predict its activity (active/inactive) in a high-throughput screening assay against a specified biological target. (1) The molecule is O=C(N1CCN(CC1)CC)/C=C\c1oc(cc1)C. The result is 0 (inactive). (2) The drug is s1c(c(c2c1ccc(OC)c2)C#CCO)c1ccc(N(C)C)cc1. The result is 1 (active). (3) The molecule is s1c2c(CCC2)c2c1nc(SC(CCO)C(=O)NCc1occc1)n(c2=O)CC=C. The result is 0 (inactive). (4) The result is 0 (inactive). The compound is S=C(N(CCN(CC)CC)Cc1cc2c([nH]c1=O)cc1OCOc1c2)NCC1OCCC1. (5) The drug is S(CC(=O)NCC1OCCC1)c1sc(NC(=O)CC)nn1. The result is 0 (inactive). (6) The drug is O(c1cc(CCNC(=O)COC(=O)c2c(OC)cccc2OC)ccc1OCC)CC. The result is 0 (inactive). (7) The compound is s1c2c3nc(sc3ccc2nc1NC(=O)C(c1ccccc1)c1ccccc1)C. The result is 0 (inactive).